The task is: Predict which catalyst facilitates the given reaction.. This data is from Catalyst prediction with 721,799 reactions and 888 catalyst types from USPTO. (1) Reactant: [I-:1].[Na+].Cl[CH2:4][C:5]1[CH:6]=[CH:7][C:8]([O:11][CH2:12][CH2:13][C:14]2[N:15]=[C:16]([C:20]3[CH:25]=[CH:24][CH:23]=[CH:22][CH:21]=3)[O:17][C:18]=2[CH3:19])=[N:9][CH:10]=1. Product: [I:1][CH2:4][C:5]1[CH:6]=[CH:7][C:8]([O:11][CH2:12][CH2:13][C:14]2[N:15]=[C:16]([C:20]3[CH:25]=[CH:24][CH:23]=[CH:22][CH:21]=3)[O:17][C:18]=2[CH3:19])=[N:9][CH:10]=1. The catalyst class is: 21. (2) Reactant: NC1N=CC=CN=1.[N:8]1([C:13]([O:15][C:16]2[CH:21]=[CH:20][C:19]([CH2:22][C@H:23]([NH:31][C:32]3[C:37]([NH:38]C(C)C)=[CH:36][N:35]=[C:34]([N:42]([CH2:45][CH3:46])[CH2:43][CH3:44])[N:33]=3)[C:24]([O:26][C:27]([CH3:30])([CH3:29])[CH3:28])=[O:25])=[CH:18][CH:17]=2)=[O:14])[CH2:12][CH2:11][CH2:10][CH2:9]1.[N+](C1C=CN=C(NC([O-])=O)N=1)([O-])=O.C(N(CC)CC)C.[CH3:67][S:68](Cl)(=[O:70])=[O:69]. Product: [N:8]1([C:13]([O:15][C:16]2[CH:21]=[CH:20][C:19]([CH2:22][C@H:23]([NH:31][C:32]3[C:37]([N:38]([S:68]([CH3:67])(=[O:70])=[O:69])[S:68]([CH3:67])(=[O:70])=[O:69])=[CH:36][N:35]=[C:34]([N:42]([CH2:45][CH3:46])[CH2:43][CH3:44])[N:33]=3)[C:24]([O:26][C:27]([CH3:30])([CH3:29])[CH3:28])=[O:25])=[CH:18][CH:17]=2)=[O:14])[CH2:12][CH2:11][CH2:10][CH2:9]1. The catalyst class is: 410. (3) Product: [CH3:1][S:2]([O:6][CH2:7][CH2:8][CH2:9][C:10]1[NH:11][C:12]2[CH:13]=[CH:14][C:15]([N+:23]([O-:25])=[O:24])=[C:16]([C:19]([O:21][CH3:22])=[O:20])[C:17]=2[CH:18]=1)(=[O:4])=[O:3]. The catalyst class is: 298. Reactant: [CH3:1][S:2](Cl)(=[O:4])=[O:3].[OH:6][CH2:7][CH2:8][CH2:9][C:10]1[NH:11][C:12]2[CH:13]=[CH:14][C:15]([N+:23]([O-:25])=[O:24])=[C:16]([C:19]([O:21][CH3:22])=[O:20])[C:17]=2[CH:18]=1.